Dataset: Cav3 T-type calcium channel HTS with 100,875 compounds. Task: Binary Classification. Given a drug SMILES string, predict its activity (active/inactive) in a high-throughput screening assay against a specified biological target. (1) The drug is O=C(NC(C)C)C1C(C1)(C(NC(OCc1ccccc1)=O)c1ccccc1)C. The result is 0 (inactive). (2) The molecule is Brc1ccc(C(=O)Cc2c(c(c(SCC(=O)Nc3c(cccc3C)C)nc2C)C#N)C)cc1. The result is 0 (inactive).